Predict the product of the given reaction. From a dataset of Forward reaction prediction with 1.9M reactions from USPTO patents (1976-2016). (1) Given the reactants Cl[S:2]([C:5]1[CH:10]=[CH:9][C:8]([N:11]=[C:12]=[O:13])=[CH:7][CH:6]=1)(=[O:4])=[O:3].[CH3:14][O:15][C:16]1[CH:25]=[CH:24][C:23]([N:26]2[CH2:31][CH2:30][N:29]([CH3:32])[CH2:28][CH2:27]2)=[C:22]2[C:17]=1[CH2:18][CH2:19][NH:20][CH2:21]2.[CH3:33][O:34][C:35]1[CH:40]=[CH:39][CH:38]=[C:37]([NH2:41])[CH:36]=1, predict the reaction product. The product is: [CH3:33][O:34][C:35]1[CH:36]=[C:37]([NH:41][S:2]([C:5]2[CH:10]=[CH:9][C:8]([NH:11][C:12]([N:20]3[CH2:19][CH2:18][C:17]4[C:22](=[C:23]([N:26]5[CH2:27][CH2:28][N:29]([CH3:32])[CH2:30][CH2:31]5)[CH:24]=[CH:25][C:16]=4[O:15][CH3:14])[CH2:21]3)=[O:13])=[CH:7][CH:6]=2)(=[O:4])=[O:3])[CH:38]=[CH:39][CH:40]=1. (2) Given the reactants [Al+3].[Cl-].[Cl-].[Cl-].ClCCl.[CH:8]1([CH2:14][CH:15]2[CH2:26][C:25]3[C:17](=[CH:18][C:19]4[CH2:20][CH2:21][CH2:22][C:23]=4[CH:24]=3)[C:16]2=[O:27])[CH2:13][CH2:12][CH2:11][CH2:10][CH2:9]1.[Br:28]Br, predict the reaction product. The product is: [CH:8]1([CH2:14][CH:15]2[CH2:26][C:25]3[C:17](=[CH:18][C:19]4[CH2:20][CH2:21][CH2:22][C:23]=4[C:24]=3[Br:28])[C:16]2=[O:27])[CH2:13][CH2:12][CH2:11][CH2:10][CH2:9]1.